Task: Predict which catalyst facilitates the given reaction.. Dataset: Catalyst prediction with 721,799 reactions and 888 catalyst types from USPTO (1) Reactant: [C:1]([O:5][C:6]([N:8]1[C@@H:12]([CH3:13])[C@H:11]([F:14])[CH2:10][C@H:9]1[C:15]([OH:17])=O)=[O:7])([CH3:4])([CH3:3])[CH3:2].CN(C(ON1N=NC2C=CC=NC1=2)=[N+](C)C)C.F[P-](F)(F)(F)(F)F.CCN(C(C)C)C(C)C.Cl.[F:52][CH:53]([F:72])[C:54]1[C:55]([CH2:70][NH2:71])=[CH:56][C:57]([C:60]2[CH:61]=[N:62][C:63]([C:66]([F:69])([F:68])[F:67])=[N:64][CH:65]=2)=[N:58][CH:59]=1. Product: [F:72][CH:53]([F:52])[C:54]1[C:55]([CH2:70][NH:71][C:15]([C@H:9]2[N:8]([C:6]([O:5][C:1]([CH3:2])([CH3:3])[CH3:4])=[O:7])[C@@H:12]([CH3:13])[C@H:11]([F:14])[CH2:10]2)=[O:17])=[CH:56][C:57]([C:60]2[CH:65]=[N:64][C:63]([C:66]([F:69])([F:68])[F:67])=[N:62][CH:61]=2)=[N:58][CH:59]=1. The catalyst class is: 39. (2) Reactant: C([O:8][C:9]1[CH:14]=[C:13]([O:15]CC2C=CC=CC=2)[C:12]([C:23]([CH3:25])=[CH2:24])=[CH:11][C:10]=1[C:26]([N:28]1[CH2:36][C:35]2[C:30](=[CH:31][CH:32]=[CH:33][C:34]=2[O:37][CH2:38][CH2:39][O:40][CH2:41][CH2:42][O:43][CH3:44])[CH2:29]1)=[O:27])C1C=CC=CC=1. Product: [OH:8][C:9]1[CH:14]=[C:13]([OH:15])[C:12]([CH:23]([CH3:25])[CH3:24])=[CH:11][C:10]=1[C:26]([N:28]1[CH2:36][C:35]2[C:30](=[CH:31][CH:32]=[CH:33][C:34]=2[O:37][CH2:38][CH2:39][O:40][CH2:41][CH2:42][O:43][CH3:44])[CH2:29]1)=[O:27]. The catalyst class is: 19. (3) Reactant: [C:1]([C:3]1[CH:8]=[CH:7][N:6]=[C:5]2[C:9]([C:12]([NH:14][C@H:15]3[CH2:20][CH2:19][CH2:18][CH2:17][C@@H:16]3[OH:21])=[O:13])=[CH:10][NH:11][C:4]=12)#[N:2].Br[CH2:23][C:24]1[CH:29]=[CH:28][C:27]([F:30])=[CH:26][CH:25]=1.C(=O)([O-])[O-].[Cs+].[Cs+]. Product: [C:1]([C:3]1[CH:8]=[CH:7][N:6]=[C:5]2[C:9]([C:12]([NH:14][C@H:15]3[CH2:20][CH2:19][CH2:18][CH2:17][C@@H:16]3[OH:21])=[O:13])=[CH:10][N:11]([CH2:23][C:24]3[CH:29]=[CH:28][C:27]([F:30])=[CH:26][CH:25]=3)[C:4]=12)#[N:2]. The catalyst class is: 3. (4) Reactant: [Br:1][CH2:2][C:3]1[CH:8]=[CH:7][C:6]([CH2:9][C:10]([OH:12])=[O:11])=[CH:5][CH:4]=1.[C:13]1([P:19]([C:26]2[CH:31]=[CH:30][CH:29]=[CH:28][CH:27]=2)[C:20]2[CH:25]=[CH:24][CH:23]=[CH:22][CH:21]=2)[CH:18]=[CH:17][CH:16]=[CH:15][CH:14]=1. Product: [Br-:1].[C:10]([CH2:9][C:6]1[CH:7]=[CH:8][C:3]([CH2:2][P+:19]([C:20]2[CH:21]=[CH:22][CH:23]=[CH:24][CH:25]=2)([C:26]2[CH:31]=[CH:30][CH:29]=[CH:28][CH:27]=2)[C:13]2[CH:14]=[CH:15][CH:16]=[CH:17][CH:18]=2)=[CH:4][CH:5]=1)([OH:12])=[O:11]. The catalyst class is: 11. (5) Reactant: [F:1][C:2]1[CH:19]=[CH:18][C:5]2[N+:6]([CH2:10][CH2:11][CH2:12][CH2:13][S:14]([O-:17])(=[O:16])=[O:15])=[C:7]([CH3:9])[O:8][C:4]=2[CH:3]=1.[C:20]1([NH:26][CH:27]=NC2C=CC=CC=2)[CH:25]=[CH:24][CH:23]=[CH:22][CH:21]=1.C(OCC)(OCC)OCC. Product: [NH:26](/[CH:27]=[CH:9]/[C:7]1[O:8][C:4]2[CH:3]=[C:2]([F:1])[CH:19]=[CH:18][C:5]=2[N+:6]=1[CH2:10][CH2:11][CH2:12][CH2:13][S:14]([O-:17])(=[O:16])=[O:15])[C:20]1[CH:25]=[CH:24][CH:23]=[CH:22][CH:21]=1. The catalyst class is: 8. (6) Reactant: [Br:1][C:2]1[CH:7]=[CH:6][CH:5]=[CH:4][C:3]=1[S:8](Cl)(=[O:10])=[O:9].[C:12]([NH:15][CH:16]1[CH2:21][CH2:20][NH:19][CH2:18][CH2:17]1)(=[O:14])[CH3:13].C(N(C(C)C)CC)(C)C. Product: [Br:1][C:2]1[CH:7]=[CH:6][CH:5]=[CH:4][C:3]=1[S:8]([N:19]1[CH2:20][CH2:21][CH:16]([NH:15][C:12](=[O:14])[CH3:13])[CH2:17][CH2:18]1)(=[O:10])=[O:9]. The catalyst class is: 2. (7) Reactant: [Br:1][C:2]1[CH:15]=[CH:14][C:5]([CH2:6][C:7]2([OH:13])[CH2:12][CH2:11][CH2:10][CH2:9][CH2:8]2)=[CH:4][CH:3]=1.[H-].[Na+].[CH3:18]I.O. Product: [CH3:18][O:13][C:7]1([CH2:6][C:5]2[CH:4]=[CH:3][C:2]([Br:1])=[CH:15][CH:14]=2)[CH2:12][CH2:11][CH2:10][CH2:9][CH2:8]1. The catalyst class is: 9. (8) Reactant: Cl.O1CCOCC1.[O:8]1[CH2:13][CH2:12][N:11]([C:14]2[CH:15]=[C:16]([C:21]3[CH:34]=[CH:33][CH:32]=[C:31]4[C:22]=3[S:23][C:24]3[CH:25]=[CH:26][C:27]([NH:35][C:36](=[O:54])[C@@H:37]([NH:45][C:46](=O)OCC(C)(C)C)[CH2:38][C:39]5[CH:44]=[CH:43][CH:42]=[CH:41][CH:40]=5)=[CH:28][C:29]=3[S:30]4)[NH:17][C:18](=[O:20])[CH:19]=2)[CH2:10][CH2:9]1. Product: [CH3:46][NH:45][C@@H:37]([CH2:38][C:39]1[CH:40]=[CH:41][CH:42]=[CH:43][CH:44]=1)[C:36]([NH:35][C:27]1[CH:26]=[CH:25][C:24]2[S:23][C:22]3[C:31](=[CH:32][CH:33]=[CH:34][C:21]=3[C:16]3[NH:17][C:18](=[O:20])[CH:19]=[C:14]([N:11]4[CH2:10][CH2:9][O:8][CH2:13][CH2:12]4)[CH:15]=3)[S:30][C:29]=2[CH:28]=1)=[O:54]. The catalyst class is: 12. (9) Reactant: [C:1]([O:5][C:6]([C@H:8]1[C@H:12]([C:13]([CH2:15]O)=[CH2:14])[CH2:11][N:10]([C:17]([O:19][CH2:20][C:21]2[CH:26]=[CH:25][CH:24]=[CH:23][CH:22]=2)=[O:18])[CH2:9]1)=[O:7])([CH3:4])([CH3:3])[CH3:2].C1(P(C2C=CC=CC=2)C2C=CC=CC=2)C=CC=CC=1.C(Br)(Br)(Br)[Br:47]. Product: [C:1]([O:5][C:6]([C@H:8]1[C@H:12]([C:13]([CH2:15][Br:47])=[CH2:14])[CH2:11][N:10]([C:17]([O:19][CH2:20][C:21]2[CH:26]=[CH:25][CH:24]=[CH:23][CH:22]=2)=[O:18])[CH2:9]1)=[O:7])([CH3:4])([CH3:3])[CH3:2]. The catalyst class is: 4.